This data is from Catalyst prediction with 721,799 reactions and 888 catalyst types from USPTO. The task is: Predict which catalyst facilitates the given reaction. (1) Reactant: Cl[C:2]1[N:7]=[C:6]([C:8]2[N:12]3[CH:13]=[CH:14][C:15]([C:17]([CH3:27])([O:19][Si:20]([CH2:25][CH3:26])([CH2:23][CH3:24])[CH2:21][CH3:22])[CH3:18])=[N:16][C:11]3=[N:10][CH:9]=2)[CH:5]=[CH:4][N:3]=1.C([Sn](CCCC)(CCCC)[C:33]1[S:34][CH:35]=[CH:36][N:37]=1)CCC.N#N. Product: [CH3:18][C:17]([C:15]1[CH:14]=[CH:13][N:12]2[C:8]([C:6]3[CH:5]=[CH:4][N:3]=[C:2]([C:33]4[S:34][CH:35]=[CH:36][N:37]=4)[N:7]=3)=[CH:9][N:10]=[C:11]2[N:16]=1)([O:19][Si:20]([CH2:25][CH3:26])([CH2:23][CH3:24])[CH2:21][CH3:22])[CH3:27]. The catalyst class is: 176. (2) Reactant: [H-].[Na+].[C:3]1([CH2:9][CH2:10][C:11]([O:13][CH2:14][CH3:15])=[O:12])[CH:8]=[CH:7][CH:6]=[CH:5][CH:4]=1.[CH:16](OCC)=[O:17].C(O)(=O)CC(CC(O)=O)(C(O)=O)O. Product: [CH:16]([CH:10]([CH2:9][C:3]1[CH:8]=[CH:7][CH:6]=[CH:5][CH:4]=1)[C:11]([O:13][CH2:14][CH3:15])=[O:12])=[O:17]. The catalyst class is: 1. (3) Reactant: [Si:1]([CH:18]([OH:25])[C@H:19]1[O:23][C:22](=[O:24])[CH2:21][CH2:20]1)([C:14]([CH3:17])([CH3:16])[CH3:15])([C:8]1[CH:13]=[CH:12][CH:11]=[CH:10][CH:9]=1)[C:2]1[CH:7]=[CH:6][CH:5]=[CH:4][CH:3]=1.C[Si]([N-][Si](C)(C)C)(C)C.[Li+].[Si](Cl)(C)(C)C.[C:41]1([Se:47]Br)[CH:46]=[CH:45][CH:44]=[CH:43][CH:42]=1. Product: [Si:1]([CH:18]([OH:25])[C@H:19]1[O:23][C:22](=[O:24])[C@H:21]([Se:47][C:41]2[CH:46]=[CH:45][CH:44]=[CH:43][CH:42]=2)[CH2:20]1)([C:14]([CH3:17])([CH3:15])[CH3:16])([C:8]1[CH:13]=[CH:12][CH:11]=[CH:10][CH:9]=1)[C:2]1[CH:7]=[CH:6][CH:5]=[CH:4][CH:3]=1. The catalyst class is: 116. (4) Reactant: [H-].[Na+].[C:3]([CH2:5][C:6]([NH:8][C:9]1[CH:14]=[CH:13][CH:12]=[CH:11][CH:10]=1)=[O:7])#[N:4].[CH3:15][N:16]1[C:21]2[CH:22]=[CH:23][CH:24]=[CH:25][C:20]=2[C:19](=O)[O:18]C1=O.Cl.C(=O)([O-])O.[K+]. Product: [NH2:4][C:3]1[N:16]([CH3:15])[C:21]2[C:20]([C:19](=[O:18])[C:5]=1[C:6]([NH:8][C:9]1[CH:14]=[CH:13][CH:12]=[CH:11][CH:10]=1)=[O:7])=[CH:25][CH:24]=[CH:23][CH:22]=2. The catalyst class is: 44. (5) Reactant: [N:1]([C:4]1[CH:9]=[CH:8][C:7]([O:10][CH3:11])=[CH:6][CH:5]=1)=[N+:2]=[N-:3].[Cl:12][C:13]1[CH:14]=[C:15]([CH2:20][C:21]#[N:22])[CH:16]=[CH:17][C:18]=1[Cl:19].C[O-].[Na+]. Product: [Cl:12][C:13]1[CH:14]=[C:15]([C:20]2[N:3]=[N:2][N:1]([C:4]3[CH:5]=[CH:6][C:7]([O:10][CH3:11])=[CH:8][CH:9]=3)[C:21]=2[NH2:22])[CH:16]=[CH:17][C:18]=1[Cl:19]. The catalyst class is: 8.